From a dataset of Forward reaction prediction with 1.9M reactions from USPTO patents (1976-2016). Predict the product of the given reaction. (1) Given the reactants COC1C(OC)=C(OC)C=CC=1C(NCCN1C=C(C(O)=O)N=N1)=O.Cl.[CH3:27][O:28][C:29]([C:31]1[N:32]=[N:33][N:34]([CH2:36][CH2:37][NH2:38])[CH:35]=1)=[O:30].[F:39][C:40]1[CH:48]=[C:47]([C:49]([F:52])([F:51])[F:50])[CH:46]=[CH:45][C:41]=1[C:42](O)=[O:43], predict the reaction product. The product is: [F:39][C:40]1[CH:48]=[C:47]([C:49]([F:50])([F:51])[F:52])[CH:46]=[CH:45][C:41]=1[C:42]([NH:38][CH2:37][CH2:36][N:34]1[CH:35]=[C:31]([C:29]([O:28][CH3:27])=[O:30])[N:32]=[N:33]1)=[O:43]. (2) Given the reactants [F:1][C:2]([F:11])([F:10])[C:3]1[CH:8]=[CH:7][C:6](O)=[CH:5][CH:4]=1.C(Cl)Cl.C(N([CH2:20][CH3:21])CC)C.CS(Cl)(=O)=O.CC(C)=O.[I-:31].[Na+], predict the reaction product. The product is: [I:31][CH2:20][CH2:21][C:6]1[CH:7]=[CH:8][C:3]([C:2]([F:11])([F:10])[F:1])=[CH:4][CH:5]=1. (3) Given the reactants [Br:1]Br.[Cl:3][C:4]1[C:9]([Cl:10])=[CH:8][CH:7]=[CH:6][C:5]=1[C:11](=[O:13])[CH3:12], predict the reaction product. The product is: [Br:1][CH2:12][C:11]([C:5]1[CH:6]=[CH:7][CH:8]=[C:9]([Cl:10])[C:4]=1[Cl:3])=[O:13]. (4) Given the reactants [OH-].[Na+].[Na+].[Cl-].[NH2:5][C:6]1[C:11](Cl)=[C:10]([Cl:13])[N:9]=[C:8]([C:14]([OH:16])=[O:15])[C:7]=1[Cl:17], predict the reaction product. The product is: [NH2:5][C:6]1[CH:11]=[C:10]([Cl:13])[N:9]=[C:8]([C:14]([OH:16])=[O:15])[C:7]=1[Cl:17].